From a dataset of Forward reaction prediction with 1.9M reactions from USPTO patents (1976-2016). Predict the product of the given reaction. (1) Given the reactants B.CSC.[CH2:5]([S:9]([C:11]1[CH:12]=[C:13]([CH:17]([OH:21])[CH2:18][C:19]#[N:20])[CH:14]=[CH:15][CH:16]=1)=[O:10])[CH2:6][CH2:7][CH3:8], predict the reaction product. The product is: [NH2:20][CH2:19][CH2:18][CH:17]([C:13]1[CH:14]=[CH:15][CH:16]=[C:11]([S:9]([CH2:5][CH2:6][CH2:7][CH3:8])=[O:10])[CH:12]=1)[OH:21]. (2) Given the reactants [NH2:1][C:2]1[CH:3]=[C:4]([C@H:17]([CH3:23])[CH2:18][C:19]([O:21]C)=[O:20])[CH:5]=[CH:6][C:7]=1[N:8]([CH2:13][CH:14]([CH3:16])[CH3:15])[CH2:9][CH:10]([CH3:12])[CH3:11].[C:24]1([CH3:33])[CH:29]=[CH:28][C:27]([N:30]=[C:31]=[O:32])=[CH:26][CH:25]=1, predict the reaction product. The product is: [CH2:9]([N:8]([CH2:13][CH:14]([CH3:16])[CH3:15])[C:7]1[CH:6]=[CH:5][C:4]([C@H:17]([CH3:23])[CH2:18][C:19]([OH:21])=[O:20])=[CH:3][C:2]=1[NH:1][C:31]([NH:30][C:27]1[CH:28]=[CH:29][C:24]([CH3:33])=[CH:25][CH:26]=1)=[O:32])[CH:10]([CH3:11])[CH3:12].